Dataset: Forward reaction prediction with 1.9M reactions from USPTO patents (1976-2016). Task: Predict the product of the given reaction. (1) Given the reactants [Br:1][C:2]1[CH:3]=[C:4]([CH:14]=[CH:15][CH:16]=1)[C:5]([CH3:13])([CH3:12])[C@@H:6]([C:9]([OH:11])=[O:10])[NH:7][CH3:8].F[P-](F)(F)(F)(F)F.N1(O[P+](N2CCCC2)(N2CCCC2)N2CCCC2)C2C=CC=CC=2N=N1.C(N(C(C)C)CC)(C)C.Cl.[CH3:60]/[C:61](=[CH:67]\[C@@H:68]([N:72]([CH3:81])[C:73](=[O:80])[C@H:74]([C:76]([CH3:79])([CH3:78])[CH3:77])[NH2:75])[CH:69]([CH3:71])[CH3:70])/[C:62]([O:64][CH2:65][CH3:66])=[O:63], predict the reaction product. The product is: [Br:1][C:2]1[CH:3]=[C:4]([CH:14]=[CH:15][CH:16]=1)[C:5]([CH3:13])([CH3:12])[C@@H:6]([C:9]([NH:75][C@H:74]([C:73]([N:72]([C@@H:68]([CH:69]([CH3:70])[CH3:71])/[CH:67]=[C:61](\[CH3:60])/[C:62]([O:64][CH2:65][CH3:66])=[O:63])[CH3:81])=[O:80])[C:76]([CH3:78])([CH3:79])[CH3:77])=[O:11])[NH:7][CH3:8].[Br:1][C:2]1[CH:3]=[C:4]([CH:14]=[CH:15][CH:16]=1)[C:5]([CH3:13])([CH3:12])[C@H:6]([C:9]([NH:75][C@H:74]([C:73]([N:72]([C@@H:68]([CH:69]([CH3:71])[CH3:70])/[CH:67]=[C:61](\[CH3:60])/[C:62]([O:64][CH2:65][CH3:66])=[O:63])[CH3:81])=[O:80])[C:76]([CH3:78])([CH3:77])[CH3:79])=[O:10])[NH:7][CH3:8]. (2) Given the reactants CN(C)C=O.C(=O)([O-])[O-].[K+].[K+].I[C:13]1[C:18]([O:19][C:20]2[C:29]3[C:24](=[CH:25][C:26]([O:32][CH3:33])=[C:27]([O:30][CH3:31])[CH:28]=3)[N:23]=[CH:22][CH:21]=2)=[CH:17][CH:16]=[C:15]([CH3:34])[N:14]=1.[C:35]([C:37]1[CH:38]=[C:39](B(O)O)[CH:40]=[CH:41][CH:42]=1)#[N:36], predict the reaction product. The product is: [CH3:31][O:30][C:27]1[CH:28]=[C:29]2[C:24](=[CH:25][C:26]=1[O:32][CH3:33])[N:23]=[CH:22][CH:21]=[C:20]2[O:19][C:18]1[C:13]([C:41]2[CH:42]=[C:37]([CH:38]=[CH:39][CH:40]=2)[C:35]#[N:36])=[N:14][C:15]([CH3:34])=[CH:16][CH:17]=1. (3) Given the reactants O1CCCC1.Br[C:7](Br)([F:9])[F:8].CN(P(N(C)C)N(C)C)C.O=[C:22]([CH3:34])[CH2:23][CH2:24][O:25][C:26](=[O:33])[C:27]1[CH:32]=[CH:31][CH:30]=[CH:29][CH:28]=1, predict the reaction product. The product is: [C:26]([O:25][CH2:24][CH2:23][C:22]([CH3:34])=[C:7]([F:9])[F:8])(=[O:33])[C:27]1[CH:32]=[CH:31][CH:30]=[CH:29][CH:28]=1. (4) Given the reactants Br[Mg][C:3]([CH3:5])=[CH2:4].Br[C:7]1[C:8]2[CH:9]=[C:10]3[CH:19]([CH2:20][C:21]([O:23][CH3:24])=[O:22])[CH2:18][CH2:17][N:11]3[C:12]=2[CH:13]=[C:14]([F:16])[CH:15]=1.Cl, predict the reaction product. The product is: [F:16][C:14]1[CH:15]=[C:7]([C:3]([CH3:5])=[CH2:4])[C:8]2[CH:9]=[C:10]3[CH:19]([CH2:20][C:21]([O:23][CH3:24])=[O:22])[CH2:18][CH2:17][N:11]3[C:12]=2[CH:13]=1. (5) Given the reactants [OH-].C[N+](C)(C)CC1C=CC=CC=1.[CH2:13]([C:15]1[S:16][CH:17]=[C:18]([C:20]([N:22]2[CH2:27][C:26]3([CH2:32][CH2:31][N:30]([CH2:33][CH2:34][C:35]4[CH:40]=[CH:39][C:38]([CH2:41][CH2:42][OH:43])=[CH:37][CH:36]=4)[CH2:29][CH2:28]3)[O:25][CH2:24][CH2:23]2)=[O:21])[N:19]=1)[CH3:14].[C:44]([O:48][C:49]([CH3:52])([CH3:51])[CH3:50])(=[O:47])[CH:45]=[CH2:46], predict the reaction product. The product is: [CH2:13]([C:15]1[S:16][CH:17]=[C:18]([C:20]([N:22]2[CH2:27][C:26]3([CH2:32][CH2:31][N:30]([CH2:33][CH2:34][C:35]4[CH:36]=[CH:37][C:38]([CH2:41][CH2:42][O:43][CH2:46][CH2:45][C:44]([O:48][C:49]([CH3:52])([CH3:51])[CH3:50])=[O:47])=[CH:39][CH:40]=4)[CH2:29][CH2:28]3)[O:25][CH2:24][CH2:23]2)=[O:21])[N:19]=1)[CH3:14]. (6) Given the reactants C[O:2][C:3]1[C:8]([CH3:9])=[CH:7][C:6]([S:10]([N:13]2[CH:26]([CH3:27])[C:25]3[C:20](=[CH:21][CH:22]=[CH:23][CH:24]=3)[C:19]3[CH:18]=[CH:17][CH:16]=[CH:15][C:14]2=3)(=[O:12])=[O:11])=[CH:5][C:4]=1[CH3:28].C1CCCCC=1.B(Br)(Br)Br.ClCCl, predict the reaction product. The product is: [CH3:9][C:8]1[CH:7]=[C:6]([S:10]([N:13]2[CH:26]([CH3:27])[C:25]3[C:20](=[CH:21][CH:22]=[CH:23][CH:24]=3)[C:19]3[CH:18]=[CH:17][CH:16]=[CH:15][C:14]2=3)(=[O:12])=[O:11])[CH:5]=[C:4]([CH3:28])[C:3]=1[OH:2]. (7) The product is: [OH:16][C@@H:14]1[CH2:15][NH:11][CH2:12][C@H:13]1[NH:17][C:18](=[O:19])[O:20][C:21]([CH3:23])([CH3:22])[CH3:24]. Given the reactants C(OC([N:11]1[CH2:15][C@@H:14]([OH:16])[C@H:13]([NH:17][C:18]([O:20][C:21]([CH3:24])([CH3:23])[CH3:22])=[O:19])[CH2:12]1)=O)C1C=CC=CC=1.[H][H], predict the reaction product. (8) Given the reactants [CH2:1]([O:8][C:9]1[C:10](=[O:23])[CH:11]=[C:12](C(O)=O)[N:13]([CH2:15][C:16]([F:19])([F:18])[F:17])[CH:14]=1)[C:2]1[CH:7]=[CH:6][CH:5]=[CH:4][CH:3]=1, predict the reaction product. The product is: [CH2:1]([O:8][C:9]1[C:10](=[O:23])[CH:11]=[CH:12][N:13]([CH2:15][C:16]([F:19])([F:18])[F:17])[CH:14]=1)[C:2]1[CH:3]=[CH:4][CH:5]=[CH:6][CH:7]=1. (9) Given the reactants [N:1]([O-])=O.[Na+].[NH2:5][C:6]1[CH:15]=[CH:14][C:9]([C:10]([O:12][CH3:13])=[O:11])=[CH:8][C:7]=1[CH3:16].Cl.[F:18][B-:19]([F:22])([F:21])[F:20].[Na+], predict the reaction product. The product is: [F:18][B-:19]([F:22])([F:21])[F:20].[CH3:13][O:12][C:10]([C:9]1[CH:14]=[CH:15][C:6]([N+:5]#[N:1])=[C:7]([CH3:16])[CH:8]=1)=[O:11]. (10) Given the reactants [CH3:1]OC1C(C=O)=CC2N(C)C(=O)CCC=2N=1.[CH2:17]([CH:19]1[NH:24][CH:23]([C:25]2[CH:30]=[CH:29][CH:28]=[CH:27][CH:26]=2)[CH:22]([NH:31][CH2:32][C:33]2[CH:42]=[C:41]3[C:36]([CH2:37][CH2:38][C:39](=[O:44])[N:40]3[CH3:43])=[N:35][C:34]=2[O:45][CH3:46])[CH2:21][CH2:20]1)[CH3:18], predict the reaction product. The product is: [CH3:46][O:45][C:34]1[N:35]=[C:36]2[C:41](=[CH:42][C:33]=1[CH2:32][NH:31][C@H:22]1[CH2:21][CH2:20][C@H:19]([CH2:17][CH2:18][CH3:1])[NH:24][C@H:23]1[C:25]1[CH:26]=[CH:27][CH:28]=[CH:29][CH:30]=1)[N:40]([CH3:43])[C:39](=[O:44])[CH2:38][CH2:37]2.